Dataset: Full USPTO retrosynthesis dataset with 1.9M reactions from patents (1976-2016). Task: Predict the reactants needed to synthesize the given product. (1) Given the product [CH3:30][O:29][C:17]1[CH:18]=[C:19]([N:22]2[CH2:23][CH2:24][N:25]([CH3:28])[CH2:26][CH2:27]2)[CH:20]=[CH:21][C:16]=1[NH:15][C:8]1[N:7]=[C:6]([O:5][C:4]2[CH:3]=[C:2]([NH:1][C:43](=[O:46])[CH:44]=[CH2:45])[CH:33]=[CH:32][CH:31]=2)[N:11]2[N:12]=[CH:13][CH:14]=[C:10]2[N:9]=1, predict the reactants needed to synthesize it. The reactants are: [NH2:1][C:2]1[CH:3]=[C:4]([CH:31]=[CH:32][CH:33]=1)[O:5][C:6]1[N:11]2[N:12]=[CH:13][CH:14]=[C:10]2[N:9]=[C:8]([NH:15][C:16]2[CH:21]=[CH:20][C:19]([N:22]3[CH2:27][CH2:26][N:25]([CH3:28])[CH2:24][CH2:23]3)=[CH:18][C:17]=2[O:29][CH3:30])[N:7]=1.CCN(C(C)C)C(C)C.[C:43](Cl)(=[O:46])[CH:44]=[CH2:45].C([O-])(O)=O.[Na+]. (2) Given the product [F:1][C:2]([F:16])([CH3:15])[CH2:3][O:4][C:5]1[CH:10]=[CH:9][C:8]([CH:11]([NH:23][S@@:21]([C:18]([CH3:20])([CH3:19])[CH3:17])=[O:22])[CH3:12])=[CH:7][C:6]=1[CH3:14], predict the reactants needed to synthesize it. The reactants are: [F:1][C:2]([F:16])([CH3:15])[CH2:3][O:4][C:5]1[CH:10]=[CH:9][C:8]([C:11](=O)[CH3:12])=[CH:7][C:6]=1[CH3:14].[CH3:17][C:18]([S@:21]([NH2:23])=[O:22])([CH3:20])[CH3:19]. (3) Given the product [CH2:30]([N:20]1[C:21](=[O:29])[C:22]([CH3:28])([CH3:27])[C:23](=[O:26])[N:24]([CH3:25])[C:18]2[CH:17]=[C:16]([O:15][CH2:14][CH2:13][CH2:12][N:5]3[C:6]4[C:11](=[CH:10][CH:9]=[CH:8][CH:7]=4)[CH2:2][CH:3]([C:35]4[CH:36]=[CH:37][CH:38]=[CH:39][CH:40]=4)[C:4]3=[O:34])[CH:33]=[CH:32][C:19]1=2)[CH3:31], predict the reactants needed to synthesize it. The reactants are: Cl[C:2]1[C:11]2[C:6](=[CH:7][CH:8]=[CH:9][CH:10]=2)[N:5]([CH2:12][CH2:13][CH2:14][O:15][C:16]2[CH:33]=[CH:32][C:19]3[N:20]([CH2:30][CH3:31])[C:21](=[O:29])[C:22]([CH3:28])([CH3:27])[C:23](=[O:26])[N:24]([CH3:25])[C:18]=3[CH:17]=2)[C:4](=[O:34])[C:3]=1[C:35]1[CH:40]=[CH:39][CH:38]=[CH:37][CH:36]=1. (4) Given the product [NH:32]1[C:33]2[C:29](=[CH:28][C:27]([NH:26][C:24]3[C:23]4[C:18](=[CH:19][CH:20]=[CH:21][CH:22]=4)[N:17]=[C:16]([C:12]4[CH:11]=[C:10]([NH:9][C:7]([C@@H:3]5[CH2:4][CH2:5][CH2:6][N:2]5[CH3:1])=[O:8])[CH:15]=[CH:14][CH:13]=4)[N:25]=3)=[CH:35][CH:34]=2)[CH:30]=[N:31]1, predict the reactants needed to synthesize it. The reactants are: [CH3:1][N:2]1[CH2:6][CH2:5][CH2:4][C@H:3]1[C:7]([NH:9][C:10]1[CH:11]=[C:12]([C:16]2[N:25]=[C:24]([NH:26][C:27]3[CH:28]=[C:29]4[C:33](=[CH:34][CH:35]=3)[N:32](C(OC(C)(C)C)=O)[N:31]=[CH:30]4)[C:23]3[C:18](=[CH:19][CH:20]=[CH:21][CH:22]=3)[N:17]=2)[CH:13]=[CH:14][CH:15]=1)=[O:8].C(O)(C(F)(F)F)=O. (5) Given the product [Cl:11][C:12]1[CH:17]=[CH:16][CH:15]=[CH:14][C:13]=1[C:2]1[CH:10]=[CH:9][CH:8]=[C:7]2[C:3]=1[CH:4]=[CH:5][NH:6]2, predict the reactants needed to synthesize it. The reactants are: Br[C:2]1[CH:10]=[CH:9][CH:8]=[C:7]2[C:3]=1[CH:4]=[CH:5][NH:6]2.[Cl:11][C:12]1[CH:17]=[CH:16][CH:15]=[CH:14][C:13]=1B(O)O.[OH-].[Na+].